From a dataset of Merck oncology drug combination screen with 23,052 pairs across 39 cell lines. Regression. Given two drug SMILES strings and cell line genomic features, predict the synergy score measuring deviation from expected non-interaction effect. Drug 1: CCC1(O)CC2CN(CCc3c([nH]c4ccccc34)C(C(=O)OC)(c3cc4c(cc3OC)N(C)C3C(O)(C(=O)OC)C(OC(C)=O)C5(CC)C=CCN6CCC43C65)C2)C1. Drug 2: CCN(CC)CCNC(=O)c1c(C)[nH]c(C=C2C(=O)Nc3ccc(F)cc32)c1C. Cell line: HT144. Synergy scores: synergy=7.01.